This data is from Full USPTO retrosynthesis dataset with 1.9M reactions from patents (1976-2016). The task is: Predict the reactants needed to synthesize the given product. (1) Given the product [O:1]1[C:5]2[CH:6]=[CH:7][C:8]([C:10]3([C:13]([NH:15][C:16]4[CH:21]=[CH:20][C:19]([CH:22]([O:31][CH2:44][CH2:45][CH2:46][OH:47])[C:23]5[CH:28]=[CH:27][CH:26]=[CH:25][C:24]=5[O:29][CH3:30])=[CH:18][N:17]=4)=[O:14])[CH2:12][CH2:11]3)=[CH:9][C:4]=2[O:3][CH2:2]1, predict the reactants needed to synthesize it. The reactants are: [O:1]1[C:5]2[CH:6]=[CH:7][C:8]([C:10]3([C:13]([NH:15][C:16]4[CH:21]=[CH:20][C:19]([CH:22]([OH:31])[C:23]5[CH:28]=[CH:27][CH:26]=[CH:25][C:24]=5[O:29][CH3:30])=[CH:18][N:17]=4)=[O:14])[CH2:12][CH2:11]3)=[CH:9][C:4]=2[O:3][CH2:2]1.O.CC1C=CC(S(O)(=O)=O)=CC=1.[CH2:44](O)[CH2:45][CH2:46][OH:47]. (2) Given the product [ClH:24].[Br:1][C:2]1[CH:7]=[CH:6][C:5]([NH:8][NH2:20])=[C:4]([F:15])[C:3]=1[C:16]([F:19])([F:18])[F:17], predict the reactants needed to synthesize it. The reactants are: [Br:1][C:2]1[CH:7]=[CH:6][C:5]([NH:8]C2C=CC=CC=2)=[C:4]([F:15])[C:3]=1[C:16]([F:19])([F:18])[F:17].[N:20]([O-])=O.[Na+].[ClH:24].